From a dataset of Forward reaction prediction with 1.9M reactions from USPTO patents (1976-2016). Predict the product of the given reaction. (1) The product is: [Br:21][C:18]1[CH:19]=[CH:20][N:15]2[N:14]=[C:27]([C:26]3[CH:30]=[CH:31][CH:32]=[CH:33][C:25]=3[O:24][CH3:23])[N:22]=[C:16]2[CH:17]=1. Given the reactants CC1C=C(C)C=C(C)C=1S([O-])(=O)=O.[NH2:14][N+:15]1[CH:20]=[CH:19][C:18]([Br:21])=[CH:17][C:16]=1[NH2:22].[CH3:23][O:24][C:25]1[CH:33]=[CH:32][CH:31]=[CH:30][C:26]=1[C:27](Cl)=O, predict the reaction product. (2) Given the reactants [CH2:1]([N:3]1[CH2:16][CH2:15][C:6]2[NH:7][C:8]3[CH:9]=[CH:10][C:11]([CH3:14])=[CH:12][C:13]=3[C:5]=2[CH2:4]1)[CH3:2].[CH2:17](Cl)[C:18]1[CH:23]=[CH:22][CH:21]=[CH:20][CH:19]=1.FC(F)(F)C([O-])=O, predict the reaction product. The product is: [CH2:17]([N:7]1[C:8]2[CH:9]=[CH:10][C:11]([CH3:14])=[CH:12][C:13]=2[C:5]2[CH2:4][N:3]([CH2:1][CH3:2])[CH2:16][CH2:15][C:6]1=2)[C:18]1[CH:23]=[CH:22][CH:21]=[CH:20][CH:19]=1. (3) Given the reactants Cl.[CH3:2][O:3][C:4]([C:6]1[S:7][C:8]([C:12]#[C:13][C:14]([CH3:17])([CH3:16])[CH3:15])=[CH:9][C:10]=1[NH2:11])=[O:5].[CH2:18]([O:25][CH:26]1[CH2:29][C:28](=O)[CH2:27]1)[C:19]1[CH:24]=[CH:23][CH:22]=[CH:21][CH:20]=1.C(O[BH-](OC(=O)C)OC(=O)C)(=O)C.[Na+], predict the reaction product. The product is: [CH3:2][O:3][C:4]([C:6]1[S:7][C:8]([C:12]#[C:13][C:14]([CH3:17])([CH3:16])[CH3:15])=[CH:9][C:10]=1[NH:11][CH:28]1[CH2:29][CH:26]([O:25][CH2:18][C:19]2[CH:24]=[CH:23][CH:22]=[CH:21][CH:20]=2)[CH2:27]1)=[O:5].